Dataset: Full USPTO retrosynthesis dataset with 1.9M reactions from patents (1976-2016). Task: Predict the reactants needed to synthesize the given product. (1) Given the product [C:2]([C:7]1[O:11][C:10]([CH2:12][N:13]2[N:17]=[C:16]([NH:18][C:27]([C:25]3[N:26]=[C:22]([CH2:21][O:20][CH3:19])[O:23][C:24]=3[C:30]3[CH:35]=[CH:34][CH:33]=[CH:32][CH:31]=3)=[O:28])[CH:15]=[N:14]2)=[CH:9][CH:8]=1)(=[O:6])[CH3:1], predict the reactants needed to synthesize it. The reactants are: [CH3:1][C:2]1([C:7]2[O:11][C:10]([CH2:12][N:13]3[N:17]=[C:16]([NH2:18])[CH:15]=[N:14]3)=[CH:9][CH:8]=2)[O:6]CCO1.[CH3:19][O:20][CH2:21][C:22]1[O:23][C:24]([C:30]2[CH:35]=[CH:34][CH:33]=[CH:32][CH:31]=2)=[C:25]([C:27](O)=[O:28])[N:26]=1. (2) Given the product [Cl:38][C:30]1[N:10]2[C:11]([C:13]3[CH:14]=[N:15][N:16]([C:18]4([CH2:27][C:28]#[N:29])[CH2:21][N:20]([CH2:22][C:23]([F:24])([F:26])[F:25])[CH2:19]4)[CH:17]=3)=[N:12][C:7]([C:5]3[CH:4]=[N:3][N:2]([CH3:1])[CH:6]=3)=[CH:8][C:9]2=[N:32][CH:31]=1, predict the reactants needed to synthesize it. The reactants are: [CH3:1][N:2]1[CH:6]=[C:5]([C:7]2[N:12]=[C:11]([C:13]3[CH:14]=[N:15][N:16]([C:18]4([CH2:27][C:28]#[N:29])[CH2:21][N:20]([CH2:22][C:23]([F:26])([F:25])[F:24])[CH2:19]4)[CH:17]=3)[N:10]3[CH:30]=[CH:31][N:32]=[C:9]3[CH:8]=2)[CH:4]=[N:3]1.C([O-])(O)=O.[Na+].[Cl:38]N1C(=O)CCC1=O. (3) The reactants are: Br[C:2]1[CH:3]=[C:4]2[C:10]([C:11]3[O:15][CH:14]=[N:13][CH:12]=3)=[CH:9][NH:8][C:5]2=[N:6][CH:7]=1.[O:16]([C:23]1[CH:28]=[CH:27][CH:26]=[CH:25][C:24]=1B(O)O)[C:17]1[CH:22]=[CH:21][CH:20]=[CH:19][CH:18]=1.[Li+].[Cl-].C([O-])([O-])=O.[Na+].[Na+]. Given the product [O:15]1[C:11]([C:10]2[C:4]3[C:5](=[N:6][CH:7]=[C:2]([C:18]4[CH:19]=[CH:20][CH:21]=[CH:22][C:17]=4[O:16][C:23]4[CH:24]=[CH:25][CH:26]=[CH:27][CH:28]=4)[CH:3]=3)[NH:8][CH:9]=2)=[CH:12][N:13]=[CH:14]1, predict the reactants needed to synthesize it. (4) Given the product [Br:13][C:4]1[C:5]([OH:11])=[C:6]([C:8](=[O:10])[CH3:9])[CH:7]=[C:2]([Cl:1])[C:3]=1[CH3:12], predict the reactants needed to synthesize it. The reactants are: [Cl:1][C:2]1[C:3]([CH3:12])=[CH:4][C:5]([OH:11])=[C:6]([C:8](=[O:10])[CH3:9])[CH:7]=1.[Br:13]N1C(=O)CCC1=O. (5) Given the product [F:1][C:2]1[CH:16]=[CH:15][CH:14]=[C:13]([CH3:18])[C:3]=1[O:4][C:5]1[CH:12]=[CH:11][C:8]([CH:9]=[O:10])=[CH:7][CH:6]=1, predict the reactants needed to synthesize it. The reactants are: [F:1][C:2]1[CH:16]=[CH:15][CH:14]=[CH:13][C:3]=1[O:4][C:5]1[CH:12]=[CH:11][C:8]([CH:9]=[O:10])=[CH:7][CH:6]=1.F[C:18]1C=CC(C=O)=CC=1.FC1C=CC=C(C)C=1O.